From a dataset of Reaction yield outcomes from USPTO patents with 853,638 reactions. Predict the reaction yield, written as a fraction of the theoretical maximum amount of product (1.0 means a 100% yield; for example, 0.34 means a 34% yield). (1) The reactants are [C:1]([C:3]1[C:7]([CH3:8])=[C:6]([CH3:9])[S:5][C:4]=1[NH:10][C:11]([NH:13]C(=O)C1C=CC=CC=1)=[O:12])#[N:2].[OH-].[Na+]. The catalyst is CCO. The product is [NH2:2][C:1]1[C:3]2[C:7]([CH3:8])=[C:6]([CH3:9])[S:5][C:4]=2[NH:10][C:11](=[O:12])[N:13]=1. The yield is 0.960. (2) The reactants are [C:1]([O:5][C:6]([N:8]1[CH2:13][CH2:12][CH:11]([CH2:14][C:15]([OH:17])=O)[CH2:10][CH2:9]1)=[O:7])([CH3:4])([CH3:3])[CH3:2].C(Cl)(=O)C(Cl)=O.[NH2:24][C:25]1[CH:26]=[N:27][CH:28]=[C:29]([Br:31])[CH:30]=1.CCN(C(C)C)C(C)C.C([O-])(O)=O.[Na+]. The catalyst is C(Cl)Cl.CN(C1C=CN=CC=1)C.CN(C=O)C. The product is [Br:31][C:29]1[CH:30]=[C:25]([NH:24][C:15](=[O:17])[CH2:14][CH:11]2[CH2:10][CH2:9][N:8]([C:6]([O:5][C:1]([CH3:2])([CH3:3])[CH3:4])=[O:7])[CH2:13][CH2:12]2)[CH:26]=[N:27][CH:28]=1. The yield is 0.507. (3) The reactants are [NH2:1][C:2]1[CH:11]=[CH:10][C:5]([C:6]([O:8][CH3:9])=[O:7])=[C:4]([OH:12])[CH:3]=1.[CH:13]1([C:19]2[CH:26]=[CH:25][C:22]([CH:23]=O)=[CH:21][CH:20]=2)[CH2:18][CH2:17][CH2:16][CH2:15][CH2:14]1.[BH-](OC(C)=O)(OC(C)=O)OC(C)=O.[Na+].C([O-])(O)=O.[Na+]. The catalyst is CC(O)=O.O. The product is [CH:13]1([C:19]2[CH:26]=[CH:25][C:22]([CH2:23][NH:1][C:2]3[CH:11]=[CH:10][C:5]([C:6]([O:8][CH3:9])=[O:7])=[C:4]([OH:12])[CH:3]=3)=[CH:21][CH:20]=2)[CH2:14][CH2:15][CH2:16][CH2:17][CH2:18]1. The yield is 0.330. (4) The reactants are [NH2:1][C:2]1[S:3][CH:4]=[C:5]([C:7]2[C:12]([CH3:13])=[CH:11][C:10]([NH:14]C(=O)C)=[CH:9][C:8]=2[CH3:18])[N:6]=1.C([O-])([O-])=O.[Na+].[Na+]. The catalyst is Cl. The product is [NH2:14][C:10]1[CH:9]=[C:8]([CH3:18])[C:7]([C:5]2[N:6]=[C:2]([NH2:1])[S:3][CH:4]=2)=[C:12]([CH3:13])[CH:11]=1. The yield is 0.939. (5) The reactants are [F:1][C:2]1[N:7]=[CH:6][C:5]([CH:8]2[O:12][CH:11]([CH2:13][OH:14])[CH2:10][CH2:9]2)=[CH:4][CH:3]=1.[O:15]1[CH:20]=[CH:19][CH2:18][CH2:17][CH2:16]1.C1(C)C=CC(S(O)(=O)=O)=CC=1. The catalyst is ClCCl.C(=O)(O)[O-].[Na+]. The product is [F:1][C:2]1[CH:3]=[CH:4][C:5]([CH:8]2[CH2:9][CH2:10][CH:11]([CH2:13][O:14][CH:16]3[CH2:17][CH2:18][CH2:19][CH2:20][O:15]3)[O:12]2)=[CH:6][N:7]=1. The yield is 0.600. (6) The reactants are Cl.Cl.[CH3:3][NH:4][C@H:5]1[CH2:9][CH2:8][C@@H:7]([N:10]2[CH2:15][CH2:14][CH:13]([CH3:16])[CH2:12][CH2:11]2)[CH2:6]1.[C:17]1([CH3:27])[CH:22]=[CH:21][C:20]([S:23]([Cl:26])(=[O:25])=[O:24])=[CH:19][CH:18]=1. The catalyst is ClCCl.[OH-].[Na+]. The product is [ClH:26].[CH3:27][C:17]1[CH:22]=[CH:21][C:20]([S:23]([N:4]([CH3:3])[C@H:5]2[CH2:9][CH2:8][C@@H:7]([N:10]3[CH2:15][CH2:14][CH:13]([CH3:16])[CH2:12][CH2:11]3)[CH2:6]2)(=[O:25])=[O:24])=[CH:19][CH:18]=1. The yield is 0.890. (7) The reactants are F[C:2]1[CH:9]=[CH:8][C:7]([N+:10]([O-:12])=[O:11])=[CH:6][C:3]=1[C:4]#[N:5].C(N(CC)CC)C.[CH2:20]([SH:22])[CH3:21].O. The catalyst is CN(C=O)C. The product is [CH2:20]([S:22][C:2]1[CH:9]=[CH:8][C:7]([N+:10]([O-:12])=[O:11])=[CH:6][C:3]=1[C:4]#[N:5])[CH3:21]. The yield is 0.970. (8) The yield is 0.920. The product is [C:17]([C:16]1[CH:15]=[CH:2][C:1]([Cl:6])=[CH:7][N:8]=1)#[N:12]. The reactants are [C:1]([Cl:6])(=O)[C:2](Cl)=O.[CH3:7][N:8](C)C=O.[N:12]1[CH:17]=[CH:16][CH:15]=CC=1.O. The catalyst is C(OCC)(=O)C. (9) The yield is 0.880. The catalyst is C(OCC)(=O)C. The product is [CH3:16][C:2]1([CH3:1])[C@H:6]([NH:7][C:8](=[O:15])[C:9]2[CH:10]=[CH:11][CH:12]=[CH:13][CH:14]=2)[CH2:5][CH2:4][S:33]1(=[O:37])=[O:35]. The reactants are [CH3:1][C:2]1([CH3:16])[C@H:6]([NH:7][C:8](=[O:15])[C:9]2[CH:14]=[CH:13][CH:12]=[CH:11][CH:10]=2)[CH2:5][CH2:4]S1.C(=O)(O)[O-].[Na+].ClC1C=C(C=CC=1)C(OO)=O.[S:33]([O-:37])([O-])(=[O:35])=S.[Na+].[Na+]. (10) The reactants are [Cl:1][C:2]1[CH:30]=[CH:29][C:5]([CH2:6][N:7]2[C:12](=[O:13])[C:11]([C:14]3[CH:19]=[CH:18][C:17]([O:20]CC4C=CC=CC=4)=[C:16]([F:28])[CH:15]=3)=[CH:10][N:9]=[CH:8]2)=[CH:4][CH:3]=1. The catalyst is FC(F)(F)C(O)=O. The product is [Cl:1][C:2]1[CH:3]=[CH:4][C:5]([CH2:6][N:7]2[C:12](=[O:13])[C:11]([C:14]3[CH:19]=[CH:18][C:17]([OH:20])=[C:16]([F:28])[CH:15]=3)=[CH:10][N:9]=[CH:8]2)=[CH:29][CH:30]=1. The yield is 0.750.